From a dataset of Forward reaction prediction with 1.9M reactions from USPTO patents (1976-2016). Predict the product of the given reaction. Given the reactants CC(C)([O-])C.[K+].[Br:7][C:8]1[CH:13]=[C:12]([F:14])[C:11]([NH:15][C:16](=[N:18][CH:19]([CH3:21])[CH3:20])[CH3:17])=[C:10](F)[CH:9]=1.C(Cl)Cl, predict the reaction product. The product is: [Br:7][C:8]1[CH:13]=[C:12]([F:14])[C:11]2[N:15]=[C:16]([CH3:17])[N:18]([CH:19]([CH3:21])[CH3:20])[C:10]=2[CH:9]=1.